From a dataset of Catalyst prediction with 721,799 reactions and 888 catalyst types from USPTO. Predict which catalyst facilitates the given reaction. (1) Reactant: [C:1]([N:4]1[C:13]2[C:8](=[CH:9][C:10]([C:14]([O:16][CH2:17][CH3:18])=[O:15])=[CH:11][CH:12]=2)[C@@H:7]([O:19]C(=O)C2C=CC=CC=2)[CH2:6][C@@H:5]1[CH3:28])(=[O:3])[CH3:2].C(=O)([O-])[O-].[K+].[K+]. Product: [C:1]([N:4]1[C:13]2[C:8](=[CH:9][C:10]([C:14]([O:16][CH2:17][CH3:18])=[O:15])=[CH:11][CH:12]=2)[C@@H:7]([OH:19])[CH2:6][C@@H:5]1[CH3:28])(=[O:3])[CH3:2]. The catalyst class is: 8. (2) Reactant: [OH:1][CH2:2][C@@H:3]1[C@@H:7]([O:8][Si](C(C)C)(C(C)C)C(C)C)[CH2:6][C@H:5]([NH:19][C:20]2[C:25]([C:26]([C:28]3[S:29][CH:30]=[C:31]([CH2:33][C:34]4[O:35][C:36]([CH3:39])=[CH:37][CH:38]=4)[CH:32]=3)=[O:27])=[CH:24][N:23]=[CH:22][N:21]=2)[CH2:4]1.Cl[S:41]([NH2:44])(=[O:43])=[O:42].C([O-])(O)=O.[Na+]. Product: [S:41](=[O:43])(=[O:42])([O:1][CH2:2][C@H:3]1[CH2:4][C@@H:5]([NH:19][C:20]2[C:25]([C:26]([C:28]3[S:29][CH:30]=[C:31]([CH2:33][C:34]4[O:35][C:36]([CH3:39])=[CH:37][CH:38]=4)[CH:32]=3)=[O:27])=[CH:24][N:23]=[CH:22][N:21]=2)[CH2:6][C@@H:7]1[OH:8])[NH2:44]. The catalyst class is: 3. (3) Reactant: [OH:1][CH:2]1[CH2:6][O:5][CH2:4][CH:3]1[O:7][C:8]1[CH:9]=[C:10]([C:21](O)=[O:22])[CH:11]=[C:12]([C:14]2[CH:19]=[CH:18][C:17]([CH3:20])=[CH:16][CH:15]=2)[CH:13]=1.Cl.Cl.[CH3:26][C:27]1[N:32]=[CH:31][C:30]([C@H:33]([NH2:35])[CH3:34])=[CH:29][CH:28]=1.F[P-](F)(F)(F)(F)F.C[N+](C)=C(N(C)C)ON1C2N=CC=CC=2N=N1.C(N(CC)C(C)C)(C)C. Product: [OH:1][CH:2]1[CH2:6][O:5][CH2:4][CH:3]1[O:7][C:8]1[CH:9]=[C:10]([C:21]([NH:35][C@@H:33]([C:30]2[CH:31]=[N:32][C:27]([CH3:26])=[CH:28][CH:29]=2)[CH3:34])=[O:22])[CH:11]=[C:12]([C:14]2[CH:15]=[CH:16][C:17]([CH3:20])=[CH:18][CH:19]=2)[CH:13]=1. The catalyst class is: 9.